Dataset: NCI-60 drug combinations with 297,098 pairs across 59 cell lines. Task: Regression. Given two drug SMILES strings and cell line genomic features, predict the synergy score measuring deviation from expected non-interaction effect. (1) Drug 1: CCC1=C2CN3C(=CC4=C(C3=O)COC(=O)C4(CC)O)C2=NC5=C1C=C(C=C5)O. Drug 2: CC(C)NC(=O)C1=CC=C(C=C1)CNNC.Cl. Cell line: COLO 205. Synergy scores: CSS=35.1, Synergy_ZIP=-1.74, Synergy_Bliss=-0.590, Synergy_Loewe=-30.3, Synergy_HSA=-0.911. (2) Drug 1: CC12CCC3C(C1CCC2O)C(CC4=C3C=CC(=C4)O)CCCCCCCCCS(=O)CCCC(C(F)(F)F)(F)F. Drug 2: C1CNP(=O)(OC1)N(CCCl)CCCl. Cell line: NCI-H460. Synergy scores: CSS=-1.93, Synergy_ZIP=0.849, Synergy_Bliss=-0.303, Synergy_Loewe=-0.961, Synergy_HSA=-2.11. (3) Drug 1: CN1CCC(CC1)COC2=C(C=C3C(=C2)N=CN=C3NC4=C(C=C(C=C4)Br)F)OC. Drug 2: CNC(=O)C1=CC=CC=C1SC2=CC3=C(C=C2)C(=NN3)C=CC4=CC=CC=N4. Cell line: RPMI-8226. Synergy scores: CSS=0.968, Synergy_ZIP=5.54, Synergy_Bliss=9.83, Synergy_Loewe=0.492, Synergy_HSA=2.24. (4) Drug 2: CC1CCC2CC(C(=CC=CC=CC(CC(C(=O)C(C(C(=CC(C(=O)CC(OC(=O)C3CCCCN3C(=O)C(=O)C1(O2)O)C(C)CC4CCC(C(C4)OC)OCCO)C)C)O)OC)C)C)C)OC. Cell line: BT-549. Drug 1: C1CC(=O)NC(=O)C1N2CC3=C(C2=O)C=CC=C3N. Synergy scores: CSS=31.9, Synergy_ZIP=2.84, Synergy_Bliss=3.37, Synergy_Loewe=2.81, Synergy_HSA=6.22. (5) Drug 1: CS(=O)(=O)CCNCC1=CC=C(O1)C2=CC3=C(C=C2)N=CN=C3NC4=CC(=C(C=C4)OCC5=CC(=CC=C5)F)Cl. Drug 2: CNC(=O)C1=NC=CC(=C1)OC2=CC=C(C=C2)NC(=O)NC3=CC(=C(C=C3)Cl)C(F)(F)F. Cell line: SNB-75. Synergy scores: CSS=2.08, Synergy_ZIP=-0.779, Synergy_Bliss=0.0326, Synergy_Loewe=-6.25, Synergy_HSA=-2.34. (6) Drug 1: CNC(=O)C1=CC=CC=C1SC2=CC3=C(C=C2)C(=NN3)C=CC4=CC=CC=N4. Drug 2: CC1C(C(CC(O1)OC2CC(OC(C2O)C)OC3=CC4=CC5=C(C(=O)C(C(C5)C(C(=O)C(C(C)O)O)OC)OC6CC(C(C(O6)C)O)OC7CC(C(C(O7)C)O)OC8CC(C(C(O8)C)O)(C)O)C(=C4C(=C3C)O)O)O)O. Cell line: LOX IMVI. Synergy scores: CSS=6.23, Synergy_ZIP=-0.399, Synergy_Bliss=3.69, Synergy_Loewe=7.00, Synergy_HSA=5.29. (7) Drug 1: CN1C2=C(C=C(C=C2)N(CCCl)CCCl)N=C1CCCC(=O)O.Cl. Drug 2: CC1CCCC2(C(O2)CC(NC(=O)CC(C(C(=O)C(C1O)C)(C)C)O)C(=CC3=CSC(=N3)C)C)C. Cell line: HCT116. Synergy scores: CSS=45.5, Synergy_ZIP=-5.73, Synergy_Bliss=-9.16, Synergy_Loewe=-27.5, Synergy_HSA=-4.64. (8) Drug 1: COC1=C2C(=CC3=C1OC=C3)C=CC(=O)O2. Drug 2: C(CN)CNCCSP(=O)(O)O. Cell line: T-47D. Synergy scores: CSS=5.68, Synergy_ZIP=-2.90, Synergy_Bliss=-4.22, Synergy_Loewe=0.791, Synergy_HSA=-1.42. (9) Drug 2: C1CNP(=O)(OC1)N(CCCl)CCCl. Cell line: MCF7. Drug 1: CCN(CC)CCNC(=O)C1=C(NC(=C1C)C=C2C3=C(C=CC(=C3)F)NC2=O)C. Synergy scores: CSS=-1.05, Synergy_ZIP=-0.269, Synergy_Bliss=-2.66, Synergy_Loewe=-2.36, Synergy_HSA=-3.02. (10) Drug 1: CN1CCC(CC1)COC2=C(C=C3C(=C2)N=CN=C3NC4=C(C=C(C=C4)Br)F)OC. Drug 2: CC1=C(C=C(C=C1)NC2=NC=CC(=N2)N(C)C3=CC4=NN(C(=C4C=C3)C)C)S(=O)(=O)N.Cl. Cell line: SW-620. Synergy scores: CSS=-1.28, Synergy_ZIP=6.04, Synergy_Bliss=4.49, Synergy_Loewe=-8.91, Synergy_HSA=-5.93.